Dataset: Full USPTO retrosynthesis dataset with 1.9M reactions from patents (1976-2016). Task: Predict the reactants needed to synthesize the given product. Given the product [CH2:36]([O:40][C:41]1[CH:42]=[CH:43][C:44](/[CH:45]=[CH:27]/[C:26](=[O:28])/[CH:25]=[CH:24]/[C:21]2[CH:20]=[CH:19][C:18]([O:17][CH2:16][C:14]3[N:13]=[N:12][N:11]([CH2:10][C:9]([C:3]4[CH:4]=[CH:5][C:6]([F:8])=[CH:7][C:2]=4[F:1])([OH:35])[CH2:29][N:30]4[CH:34]=[N:33][CH:32]=[N:31]4)[CH:15]=3)=[CH:23][CH:22]=2)=[CH:47][CH:48]=1)[CH:37]=[C:38]=[CH2:39], predict the reactants needed to synthesize it. The reactants are: [F:1][C:2]1[CH:7]=[C:6]([F:8])[CH:5]=[CH:4][C:3]=1[C:9]([OH:35])([CH2:29][N:30]1[CH:34]=[N:33][CH:32]=[N:31]1)[CH2:10][N:11]1[CH:15]=[C:14]([CH2:16][O:17][C:18]2[CH:23]=[CH:22][C:21](/[CH:24]=[CH:25]/[C:26](=[O:28])[CH3:27])=[CH:20][CH:19]=2)[N:13]=[N:12]1.[CH2:36]([O:40][C:41]1[CH:48]=[CH:47][C:44]([CH:45]=O)=[CH:43][CH:42]=1)[CH:37]=[C:38]=[CH2:39].[OH-].[Na+].